Dataset: Full USPTO retrosynthesis dataset with 1.9M reactions from patents (1976-2016). Task: Predict the reactants needed to synthesize the given product. (1) Given the product [CH3:1][C:2]1[CH:10]=[CH:9][C:8]2[N:7]([CH2:20][C:21]([C:24]3[CH:29]=[CH:28][N:27]=[CH:26][CH:25]=3)([OH:22])[CH3:23])[C:6]3[CH2:11][CH2:12][N:13]4[CH:17]([C:5]=3[C:4]=2[CH:3]=1)[CH2:16][CH2:15][CH2:14]4, predict the reactants needed to synthesize it. The reactants are: [CH3:1][C:2]1[CH:10]=[CH:9][C:8]2[NH:7][C:6]3[CH2:11][CH2:12][N:13]4[CH:17]([C:5]=3[C:4]=2[CH:3]=1)[CH2:16][CH2:15][CH2:14]4.[H-].[Na+].[CH3:20][C:21]1([C:24]2[CH:29]=[CH:28][N:27]=[CH:26][CH:25]=2)[CH2:23][O:22]1. (2) Given the product [C:1]([OH:9])(=[O:8])[CH:2]([CH2:4][C:5]([OH:7])=[O:6])[OH:3].[C:1]([O-:9])(=[O:8])[CH:2]([CH2:4][C:5]([O-:7])=[O:6])[OH:3], predict the reactants needed to synthesize it. The reactants are: [C:1]([OH:9])(=[O:8])[CH:2]([CH2:4][C:5]([OH:7])=[O:6])[OH:3].[O-2].[Ca+2]. (3) The reactants are: [Cl:1][C:2]1[C:3](=O)[NH:4][N:5]=[CH:6][C:7]=1[Cl:8].P(Cl)(Cl)([Cl:12])=O. Given the product [Cl:12][C:3]1[N:4]=[N:5][CH:6]=[C:7]([Cl:8])[C:2]=1[Cl:1], predict the reactants needed to synthesize it. (4) Given the product [N:24]1[CH:29]=[C:28]([CH2:30][NH:31][C:16]([C:10]2[CH:9]=[C:8]3[C:13]([CH:14]=[CH:15][N:6]([CH2:5][C:4]4[CH:20]=[CH:21][C:22]([F:23])=[C:2]([F:1])[CH:3]=4)[C:7]3=[O:19])=[CH:12][CH:11]=2)=[O:18])[CH:27]=[N:26][CH:25]=1, predict the reactants needed to synthesize it. The reactants are: [F:1][C:2]1[CH:3]=[C:4]([CH:20]=[CH:21][C:22]=1[F:23])[CH2:5][N:6]1[CH:15]=[CH:14][C:13]2[C:8](=[CH:9][C:10]([C:16]([OH:18])=O)=[CH:11][CH:12]=2)[C:7]1=[O:19].[N:24]1[CH:29]=[C:28]([CH2:30][NH2:31])[CH:27]=[N:26][CH:25]=1. (5) Given the product [N:19]1([C:2]2[C:3]([CH:8]3[CH2:11][N:10]([C:12]([O:14][C:15]([CH3:18])([CH3:17])[CH3:16])=[O:13])[CH2:9]3)=[N:4][CH:5]=[CH:6][N:7]=2)[CH2:24][CH2:23][CH2:22][CH2:21][CH2:20]1, predict the reactants needed to synthesize it. The reactants are: Cl[C:2]1[C:3]([CH:8]2[CH2:11][N:10]([C:12]([O:14][C:15]([CH3:18])([CH3:17])[CH3:16])=[O:13])[CH2:9]2)=[N:4][CH:5]=[CH:6][N:7]=1.[NH:19]1[CH2:24][CH2:23][CH2:22][CH2:21][CH2:20]1.CCN(CC)CC.